This data is from NCI-60 drug combinations with 297,098 pairs across 59 cell lines. The task is: Regression. Given two drug SMILES strings and cell line genomic features, predict the synergy score measuring deviation from expected non-interaction effect. (1) Drug 1: CCC(=C(C1=CC=CC=C1)C2=CC=C(C=C2)OCCN(C)C)C3=CC=CC=C3.C(C(=O)O)C(CC(=O)O)(C(=O)O)O. Drug 2: CN(CCCl)CCCl.Cl. Cell line: SK-MEL-5. Synergy scores: CSS=14.0, Synergy_ZIP=-5.04, Synergy_Bliss=-1.21, Synergy_Loewe=-19.3, Synergy_HSA=-4.72. (2) Drug 1: CN(C)N=NC1=C(NC=N1)C(=O)N. Drug 2: C1=CC(=CC=C1C#N)C(C2=CC=C(C=C2)C#N)N3C=NC=N3. Cell line: A498. Synergy scores: CSS=-0.968, Synergy_ZIP=-0.0469, Synergy_Bliss=-1.68, Synergy_Loewe=-2.88, Synergy_HSA=-2.88. (3) Drug 1: CC1C(C(=O)NC(C(=O)N2CCCC2C(=O)N(CC(=O)N(C(C(=O)O1)C(C)C)C)C)C(C)C)NC(=O)C3=C4C(=C(C=C3)C)OC5=C(C(=O)C(=C(C5=N4)C(=O)NC6C(OC(=O)C(N(C(=O)CN(C(=O)C7CCCN7C(=O)C(NC6=O)C(C)C)C)C)C(C)C)C)N)C. Drug 2: COCCOC1=C(C=C2C(=C1)C(=NC=N2)NC3=CC=CC(=C3)C#C)OCCOC.Cl. Cell line: ACHN. Synergy scores: CSS=45.0, Synergy_ZIP=-2.03, Synergy_Bliss=-1.87, Synergy_Loewe=-8.89, Synergy_HSA=3.33. (4) Drug 1: C1=CC(=CC=C1CCC2=CNC3=C2C(=O)NC(=N3)N)C(=O)NC(CCC(=O)O)C(=O)O. Drug 2: C1CN1P(=S)(N2CC2)N3CC3. Cell line: NCI/ADR-RES. Synergy scores: CSS=13.6, Synergy_ZIP=-9.97, Synergy_Bliss=-6.51, Synergy_Loewe=-3.94, Synergy_HSA=-2.25. (5) Drug 2: C1=CC=C(C=C1)NC(=O)CCCCCCC(=O)NO. Drug 1: C1CCC(C1)C(CC#N)N2C=C(C=N2)C3=C4C=CNC4=NC=N3. Synergy scores: CSS=9.66, Synergy_ZIP=-5.12, Synergy_Bliss=-1.79, Synergy_Loewe=-23.4, Synergy_HSA=-4.02. Cell line: UACC-257. (6) Drug 1: CC1=C(C=C(C=C1)NC(=O)C2=CC=C(C=C2)CN3CCN(CC3)C)NC4=NC=CC(=N4)C5=CN=CC=C5. Synergy scores: CSS=-0.206, Synergy_ZIP=1.42, Synergy_Bliss=0.285, Synergy_Loewe=-10.7, Synergy_HSA=-9.51. Cell line: SW-620. Drug 2: CS(=O)(=O)OCCCCOS(=O)(=O)C. (7) Drug 1: C1CN1C2=NC(=NC(=N2)N3CC3)N4CC4. Drug 2: CC(C)(C#N)C1=CC(=CC(=C1)CN2C=NC=N2)C(C)(C)C#N. Cell line: UACC-257. Synergy scores: CSS=13.2, Synergy_ZIP=-3.73, Synergy_Bliss=-0.252, Synergy_Loewe=-2.27, Synergy_HSA=-2.32.